From a dataset of Catalyst prediction with 721,799 reactions and 888 catalyst types from USPTO. Predict which catalyst facilitates the given reaction. (1) Reactant: [Br:1][C:2]1[CH:3]=[CH:4][C:5]([S:17]([CH:20]([CH3:22])[CH3:21])(=[O:19])=[O:18])=[C:6]([NH:8][C:9]2[C:14]([Cl:15])=[CH:13][N:12]=[C:11](Cl)[N:10]=2)[CH:7]=1.[CH3:23][N:24]1[CH2:29][CH2:28][N:27]([C:30]2[CH:35]=[CH:34][C:33]([NH2:36])=[CH:32][C:31]=2[CH:37]=[CH2:38])[CH2:26][CH2:25]1.CS(O)(=O)=O. Product: [Br:1][C:2]1[CH:3]=[CH:4][C:5]([S:17]([CH:20]([CH3:22])[CH3:21])(=[O:19])=[O:18])=[C:6]([NH:8][C:9]2[C:14]([Cl:15])=[CH:13][N:12]=[C:11]([NH:36][C:33]3[CH:34]=[CH:35][C:30]([N:27]4[CH2:26][CH2:25][N:24]([CH3:23])[CH2:29][CH2:28]4)=[C:31]([CH:37]=[CH2:38])[CH:32]=3)[N:10]=2)[CH:7]=1. The catalyst class is: 141. (2) The catalyst class is: 5. Reactant: [Br:1][C:2]1[CH:9]=[CH:8][CH:7]=[C:6]([F:10])[C:3]=1[CH:4]=[O:5].[BH4-].[Na+]. Product: [Br:1][C:2]1[CH:9]=[CH:8][CH:7]=[C:6]([F:10])[C:3]=1[CH2:4][OH:5]. (3) Reactant: [CH2:1]1[C:7]2[CH:8]=[CH:9][CH:10]=[CH:11][C:6]=2[CH2:5][CH2:4][NH:3][CH2:2]1.C(N(CC)CC)C.[F:19][C:20]([F:31])([F:30])[C:21](O[C:21](=[O:22])[C:20]([F:31])([F:30])[F:19])=[O:22].Cl. Product: [F:19][C:20]([F:31])([F:30])[C:21]([N:3]1[CH2:2][CH2:1][C:7]2[CH:8]=[CH:9][CH:10]=[CH:11][C:6]=2[CH2:5][CH2:4]1)=[O:22]. The catalyst class is: 7. (4) Reactant: [CH3:1][C:2]1([CH3:24])[C@@H:4]([C:5]([NH:7]/[C:8](/[C:21]([OH:23])=[O:22])=[CH:9]\[CH2:10][CH2:11][CH2:12][CH2:13][S:14][CH2:15][C@H:16]([NH2:20])[C:17]([OH:19])=[O:18])=[O:6])[CH2:3]1.[OH-].[Na+:26]. Product: [CH3:1][C:2]1([CH3:24])[C@@H:4]([C:5]([NH:7]/[C:8](/[C:21]([O-:23])=[O:22])=[CH:9]\[CH2:10][CH2:11][CH2:12][CH2:13][S:14][CH2:15][C@H:16]([NH2:20])[C:17]([OH:19])=[O:18])=[O:6])[CH2:3]1.[Na+:26]. The catalyst class is: 5. (5) Reactant: [CH2:1]([O:3][C:4](=[O:32])[C:5]1[CH:10]=[C:9]([Cl:11])[C:8]([N:12]2[CH2:17][CH2:16][N:15]([C:18]3[CH:23]=[C:22]([C:24]4[CH:29]=[CH:28][C:27]([F:30])=[CH:26][CH:25]=4)[N:21]=[C:20](Cl)[N:19]=3)[CH2:14][CH2:13]2)=[N:7][CH:6]=1)[CH3:2].[CH3:33][CH:34]1[CH2:38][CH2:37][CH2:36][NH:35]1. Product: [CH2:1]([O:3][C:4](=[O:32])[C:5]1[CH:10]=[C:9]([Cl:11])[C:8]([N:12]2[CH2:13][CH2:14][N:15]([C:18]3[CH:23]=[C:22]([C:24]4[CH:25]=[CH:26][C:27]([F:30])=[CH:28][CH:29]=4)[N:21]=[C:20]([N:35]4[CH2:36][CH2:37][CH2:38][CH:34]4[CH3:33])[N:19]=3)[CH2:16][CH2:17]2)=[N:7][CH:6]=1)[CH3:2]. The catalyst class is: 44.